Dataset: NCI-60 drug combinations with 297,098 pairs across 59 cell lines. Task: Regression. Given two drug SMILES strings and cell line genomic features, predict the synergy score measuring deviation from expected non-interaction effect. (1) Drug 1: C1=NC2=C(N=C(N=C2N1C3C(C(C(O3)CO)O)F)Cl)N. Drug 2: CS(=O)(=O)CCNCC1=CC=C(O1)C2=CC3=C(C=C2)N=CN=C3NC4=CC(=C(C=C4)OCC5=CC(=CC=C5)F)Cl. Cell line: UACC-257. Synergy scores: CSS=-1.27, Synergy_ZIP=0.473, Synergy_Bliss=-1.09, Synergy_Loewe=-2.50, Synergy_HSA=-2.99. (2) Drug 1: COC1=C(C=C2C(=C1)N=CN=C2NC3=CC(=C(C=C3)F)Cl)OCCCN4CCOCC4. Drug 2: C1=CC(=CC=C1CCCC(=O)O)N(CCCl)CCCl. Cell line: U251. Synergy scores: CSS=30.9, Synergy_ZIP=-12.8, Synergy_Bliss=-9.41, Synergy_Loewe=-5.82, Synergy_HSA=-5.13. (3) Drug 1: CCN(CC)CCCC(C)NC1=C2C=C(C=CC2=NC3=C1C=CC(=C3)Cl)OC. Drug 2: CC(C)NC(=O)C1=CC=C(C=C1)CNNC.Cl. Cell line: NCI/ADR-RES. Synergy scores: CSS=16.4, Synergy_ZIP=-7.65, Synergy_Bliss=-8.99, Synergy_Loewe=-18.4, Synergy_HSA=-11.1. (4) Drug 1: CC12CCC3C(C1CCC2O)C(CC4=C3C=CC(=C4)O)CCCCCCCCCS(=O)CCCC(C(F)(F)F)(F)F. Drug 2: CC1C(C(CC(O1)OC2CC(CC3=C2C(=C4C(=C3O)C(=O)C5=CC=CC=C5C4=O)O)(C(=O)C)O)N)O. Cell line: OVCAR-8. Synergy scores: CSS=39.0, Synergy_ZIP=1.16, Synergy_Bliss=1.02, Synergy_Loewe=-10.5, Synergy_HSA=0.698. (5) Drug 1: C1CCN(CC1)CCOC2=CC=C(C=C2)C(=O)C3=C(SC4=C3C=CC(=C4)O)C5=CC=C(C=C5)O. Drug 2: CCC1(CC2CC(C3=C(CCN(C2)C1)C4=CC=CC=C4N3)(C5=C(C=C6C(=C5)C78CCN9C7C(C=CC9)(C(C(C8N6C)(C(=O)OC)O)OC(=O)C)CC)OC)C(=O)OC)O.OS(=O)(=O)O. Cell line: SN12C. Synergy scores: CSS=45.2, Synergy_ZIP=4.39, Synergy_Bliss=5.90, Synergy_Loewe=-50.4, Synergy_HSA=4.75. (6) Drug 1: C(=O)(N)NO. Drug 2: C1=NNC2=C1C(=O)NC=N2. Cell line: HL-60(TB). Synergy scores: CSS=27.0, Synergy_ZIP=-3.06, Synergy_Bliss=-2.42, Synergy_Loewe=-5.92, Synergy_HSA=-2.22.